Predict the reactants needed to synthesize the given product. From a dataset of Full USPTO retrosynthesis dataset with 1.9M reactions from patents (1976-2016). (1) Given the product [OH:16][C:8]1[CH:9]=[CH:10][C:11]2[O:12][C:13]3[C:4](=[CH:3][C:2]([C:26]4[CH:27]=[N:22][CH:23]=[N:24][CH:25]=4)=[CH:15][CH:14]=3)[C:5]3([CH2:20][O:19][C:18]([NH2:21])=[N:17]3)[C:6]=2[CH:7]=1, predict the reactants needed to synthesize it. The reactants are: Br[C:2]1[CH:15]=[CH:14][C:13]2[O:12][C:11]3[C:6](=[CH:7][C:8]([OH:16])=[CH:9][CH:10]=3)[C:5]3([CH2:20][O:19][C:18]([NH2:21])=[N:17]3)[C:4]=2[CH:3]=1.[N:22]1[CH:27]=[C:26](B(O)O)[CH:25]=[N:24][CH:23]=1.C(=O)([O-])[O-].[K+].[K+]. (2) Given the product [CH3:16][S:17][CH2:2][C:3]1[N:4]=[C:5]([S:8][CH2:9][CH2:10][C:11]([F:15])=[C:12]([F:14])[F:13])[O:6][CH:7]=1, predict the reactants needed to synthesize it. The reactants are: Cl[CH2:2][C:3]1[N:4]=[C:5]([S:8][CH2:9][CH2:10][C:11]([F:15])=[C:12]([F:14])[F:13])[O:6][CH:7]=1.[CH3:16][S-:17].[Na+].[I-].[Na+].CN(C)C=O.